The task is: Predict the reactants needed to synthesize the given product.. This data is from Full USPTO retrosynthesis dataset with 1.9M reactions from patents (1976-2016). Given the product [NH2:8][C:9]1[CH:14]=[C:13]([N+:15]([O-:17])=[O:16])[CH:12]=[CH:11][N:10]=1, predict the reactants needed to synthesize it. The reactants are: COC1C=CC(C[NH:8][C:9]2[CH:14]=[C:13]([N+:15]([O-:17])=[O:16])[CH:12]=[CH:11][N:10]=2)=CC=1.C1(OC)C=CC=CC=1.